This data is from Full USPTO retrosynthesis dataset with 1.9M reactions from patents (1976-2016). The task is: Predict the reactants needed to synthesize the given product. (1) Given the product [ClH:2].[CH2:19]([O:18][N:17]=[CH:16][CH:15]1[C:10]2([C:5]3[CH:6]=[CH:7][C:8]([Cl:9])=[C:3]([Cl:2])[CH:4]=3)[CH:14]1[CH2:13][NH:12][CH2:11]2)[CH3:20], predict the reactants needed to synthesize it. The reactants are: Cl.[Cl:2][C:3]1[CH:4]=[C:5]([C:10]23[CH:15]([CH:16]=[N:17][O:18][CH2:19][CH3:20])[CH:14]2[CH2:13][N:12](C(OC(C)(C)C)=O)[CH2:11]3)[CH:6]=[CH:7][C:8]=1[Cl:9].CCCCCC. (2) Given the product [CH:87]([C:86]1[CH:89]=[CH:90][C:83]([CH2:82][N:46]2[CH:47]=[C:48]([NH:50][C:51]([C:53]3[C:61]4[C:56](=[CH:57][CH:58]=[CH:59][CH:60]=4)[N:55]([C:23]([C:19]4[CH:18]=[CH:17][CH:22]=[CH:21][CH:20]=4)([C:27]4[CH:95]=[CH:94][CH:97]=[CH:98][CH:99]=4)[C:24]4[CH:21]=[CH:22][CH:17]=[CH:18][CH:19]=4)[N:54]=3)=[O:52])[CH:49]=[N:45]2)=[CH:84][CH:85]=1)=[O:88], predict the reactants needed to synthesize it. The reactants are: BrC1C=C(C=CC=1)CN1C=C(NC(C2[C:22]3[C:17](=[CH:18][C:19]([C:23]4[CH:24]=NN(C5CCCCO5)[CH:27]=4)=[CH:20][CH:21]=3)N(COCC[Si](C)(C)C)N=2)=O)C=N1.[NH:45]1[CH:49]=[C:48]([NH:50][C:51]([C:53]2[C:61]3[C:56](=[CH:57][C:58](C4C=NN(C5CCCCO5)C=4)=[CH:59][CH:60]=3)[N:55](COCC[Si](C)(C)C)[N:54]=2)=[O:52])[CH:47]=[N:46]1.Br[CH2:82][C:83]1[CH:90]=[CH:89][C:86]([CH:87]=[O:88])=[CH:85][CH:84]=1.BrC1C=[C:94]([CH:97]=[CH:98][CH:99]=1)[CH2:95]Br. (3) Given the product [C:1]([O:5][C:6](=[O:7])[NH:8][C:9]1[CH:10]=[CH:11][C:12]([S:15][C:16]2[CH:24]=[CH:23][C:19]([C:20](=[O:22])[NH:39][C@H:40]([C:44]3[CH:49]=[CH:48][CH:47]=[CH:46][CH:45]=3)[CH2:41][CH2:42][OH:43])=[CH:18][C:17]=2[NH:25][C:26]2[C:27]3[CH:35]=[CH:34][C:33]([CH:36]([CH3:37])[CH3:38])=[N:32][C:28]=3[N:29]=[CH:30][N:31]=2)=[CH:13][CH:14]=1)([CH3:2])([CH3:4])[CH3:3], predict the reactants needed to synthesize it. The reactants are: [C:1]([O:5][C:6]([NH:8][C:9]1[CH:14]=[CH:13][C:12]([S:15][C:16]2[CH:24]=[CH:23][C:19]([C:20]([OH:22])=O)=[CH:18][C:17]=2[NH:25][C:26]2[C:27]3[CH:35]=[CH:34][C:33]([CH:36]([CH3:38])[CH3:37])=[N:32][C:28]=3[N:29]=[CH:30][N:31]=2)=[CH:11][CH:10]=1)=[O:7])([CH3:4])([CH3:3])[CH3:2].[NH2:39][C@H:40]([C:44]1[CH:49]=[CH:48][CH:47]=[CH:46][CH:45]=1)[CH2:41][CH2:42][OH:43]. (4) Given the product [F:8][C:5]1[CH:6]=[CH:7][C:2]2[O:18][C:17]([CH3:19])=[C:16]([C:20]([OH:22])=[O:21])[C:3]=2[CH:4]=1, predict the reactants needed to synthesize it. The reactants are: Br[C:2]1[CH:7]=[CH:6][C:5]([F:8])=[CH:4][C:3]=1I.BrC1C=CC2[O:18][C:17]([CH3:19])=[C:16]([C:20]([OH:22])=[O:21])C=2C=1. (5) The reactants are: FC(F)(F)C([N:5]1[CH2:11][CH:10]([CH3:12])[C:9]2[CH:13]=[C:14]([Br:21])[C:15]([O:17][CH:18]([CH3:20])[CH3:19])=[CH:16][C:8]=2[CH2:7][CH2:6]1)=O.[OH-].[Na+]. Given the product [Br:21][C:14]1[C:15]([O:17][CH:18]([CH3:20])[CH3:19])=[CH:16][C:8]2[CH2:7][CH2:6][NH:5][CH2:11][CH:10]([CH3:12])[C:9]=2[CH:13]=1, predict the reactants needed to synthesize it. (6) Given the product [F:21][C:20]([F:23])([F:22])[S:17]([O:1][C:2]1[CH:6]([CH3:7])[O:5][C:4](=[O:8])[CH:3]=1)(=[O:19])=[O:18], predict the reactants needed to synthesize it. The reactants are: [OH:1][C:2]1[CH:6]([CH3:7])[O:5][C:4](=[O:8])[CH:3]=1.N1C(C)=CC=CC=1C.[S:17](O[S:17]([C:20]([F:23])([F:22])[F:21])(=[O:19])=[O:18])([C:20]([F:23])([F:22])[F:21])(=[O:19])=[O:18].